This data is from Tyrosyl-DNA phosphodiesterase HTS with 341,365 compounds. The task is: Binary Classification. Given a drug SMILES string, predict its activity (active/inactive) in a high-throughput screening assay against a specified biological target. (1) The drug is Clc1c(C2NC(=O)NC(O)(C2C(OCC)=O)C(F)(F)F)cccc1Cl. The result is 0 (inactive). (2) The compound is Clc1c(cc(NC(=O)c2ccncc2)cc1)C(F)(F)F. The result is 0 (inactive). (3) The drug is Clc1c(CNC(=O)C2CCC(CC2)CNS(=O)(=O)c2cc3CCCC(=O)Nc3cc2)cccc1. The result is 0 (inactive). (4) The result is 0 (inactive). The compound is O=c1n(c(=O)n(c2c1c(n(c2)c1cc(ccc1O)C)c1ccc(cc1)C)C)C.